Task: Predict which catalyst facilitates the given reaction.. Dataset: Catalyst prediction with 721,799 reactions and 888 catalyst types from USPTO (1) Product: [C@@H:6]1([C:24]2[CH:29]=[CH:28][C:27]([Cl:30])=[C:26]([CH2:31][C:32]3[S:33][C:34]([C:37]4[CH:42]=[CH:41][C:40]([C:46]([O:49][CH2:50][CH3:51])=[O:48])=[CH:39][CH:38]=4)=[CH:35][CH:36]=3)[CH:25]=2)[O:7][C@H:8]([CH2:19][OH:20])[C@@H:9]([OH:15])[C@H:10]([OH:11])[C@H:5]1[OH:4]. Reactant: C([O:4][C@@H:5]1[C@@H:10]([O:11]C(=O)C)[C@H:9]([O:15]C(=O)C)[C@@H:8]([CH2:19][O:20]C(=O)C)[O:7][C@H:6]1[C:24]1[CH:29]=[CH:28][C:27]([Cl:30])=[C:26]([CH2:31][C:32]2[S:33][C:34]([C:37]3[CH:42]=[CH:41][C:40](C#N)=[CH:39][CH:38]=3)=[CH:35][CH:36]=2)[CH:25]=1)(=O)C.Cl.[C:46]([O:49][CH2:50][CH3:51])(=[O:48])C. The catalyst class is: 40. (2) Reactant: O=[C:2]1[CH2:11][CH2:10][C:9]2[C:4](=[CH:5][CH:6]=[CH:7][CH:8]=2)[CH:3]1[C:12]([O:14]CC)=O.[NH:17]([C:19]1[S:20][C:21]2[CH:27]=[CH:26][CH:25]=[CH:24][C:22]=2[N:23]=1)[NH2:18]. Product: [S:20]1[C:21]2[CH:27]=[CH:26][CH:25]=[CH:24][C:22]=2[N:23]=[C:19]1[N:17]1[C:12]([OH:14])=[C:3]2[C:2]([CH2:11][CH2:10][C:9]3[CH:8]=[CH:7][CH:6]=[CH:5][C:4]=32)=[N:18]1. The catalyst class is: 15. (3) Reactant: Cl.[N:2]1([CH2:8][C@@H:9]2[CH2:14][CH2:13][CH2:12][CH2:11][C@H:10]2[NH2:15])[CH2:7][CH2:6][CH2:5][CH2:4][CH2:3]1.[CH3:16][O:17][C:18]1[CH:23]=[C:22]([CH3:24])[CH:21]=[CH:20][C:19]=1[S:25](Cl)(=[O:27])=[O:26].C(N(CC)CC)C. Product: [CH3:16][O:17][C:18]1[CH:23]=[C:22]([CH3:24])[CH:21]=[CH:20][C:19]=1[S:25]([NH:15][C@@H:10]1[CH2:11][CH2:12][CH2:13][CH2:14][C@H:9]1[CH2:8][N:2]1[CH2:7][CH2:6][CH2:5][CH2:4][CH2:3]1)(=[O:26])=[O:27]. The catalyst class is: 4. (4) Reactant: N.[Na].C([N:6]1[CH2:11][CH2:10][C:9]2[N:12]([CH:31]3[CH2:36][CH2:35][N:34](CC4C=CC=CC=4)[C:33](=[O:44])[CH2:32]3)[N:13]=[C:14]([N:15]3[C:24]4[C:19](=[CH:20][C:21]([C:25]5[CH:26]=[N:27][N:28]([CH3:30])[CH:29]=5)=[CH:22][CH:23]=4)[CH2:18][CH2:17][CH2:16]3)[C:8]=2[CH2:7]1)(=O)C. Product: [CH3:30][N:28]1[CH:29]=[C:25]([C:21]2[CH:20]=[C:19]3[C:24](=[CH:23][CH:22]=2)[N:15]([C:14]2[C:8]4[CH2:7][NH:6][CH2:11][CH2:10][C:9]=4[N:12]([CH:31]4[CH2:36][CH2:35][NH:34][C:33](=[O:44])[CH2:32]4)[N:13]=2)[CH2:16][CH2:17][CH2:18]3)[CH:26]=[N:27]1. The catalyst class is: 1. (5) Reactant: C(OC([N:8]1[CH2:13][CH2:12][N:11]([C:14]2[C:19]([CH3:20])=[CH:18][C:17]([CH:21]3[CH2:24][CH2:23][CH2:22]3)=[CH:16][N:15]=2)[CH2:10][CH2:9]1)=O)(C)(C)C.Cl.C(OCC)(=O)C.[OH-].[Na+]. Product: [CH:21]1([C:17]2[CH:18]=[C:19]([CH3:20])[C:14]([N:11]3[CH2:12][CH2:13][NH:8][CH2:9][CH2:10]3)=[N:15][CH:16]=2)[CH2:22][CH2:23][CH2:24]1. The catalyst class is: 22. (6) Reactant: [CH:1]1([S:4]([C:7]2[CH:12]=[CH:11][C:10]([CH:13]([O:17][CH:18]3[CH2:23][CH2:22][O:21][CH2:20][CH2:19]3)[C:14]([OH:16])=O)=[CH:9][CH:8]=2)(=[O:6])=[O:5])[CH2:3][CH2:2]1.[CH2:24]([O:26][C:27]([CH:29]1[CH2:38][CH2:37][C:32]2[N:33]=[C:34]([NH2:36])[S:35][C:31]=2[CH2:30]1)=[O:28])C.C1C=CC2N(O)N=NC=2C=1.CCN=C=NCCCN(C)C.CN1CCOCC1. Product: [CH:1]1([S:4]([C:7]2[CH:12]=[CH:11][C:10]([CH:13]([O:17][CH:18]3[CH2:23][CH2:22][O:21][CH2:20][CH2:19]3)[C:14]([NH:36][C:34]3[S:35][C:31]4[CH2:30][CH:29]([C:27]([O:26][CH3:24])=[O:28])[CH2:38][CH2:37][C:32]=4[N:33]=3)=[O:16])=[CH:9][CH:8]=2)(=[O:6])=[O:5])[CH2:2][CH2:3]1. The catalyst class is: 3. (7) Reactant: [Br:1][C:2]1[CH:7]=[CH:6][CH:5]=[C:4](/[CH:8]=[CH:9]/[N:10]=[C:11]=[O:12])[CH:3]=1.C(N(CCCC)CCCC)CCC.O(C1C=CC=CC=1)C1C=CC=CC=1. Product: [Br:1][C:2]1[CH:3]=[C:4]2[C:5](=[CH:6][CH:7]=1)[C:11](=[O:12])[NH:10][CH:9]=[CH:8]2. The catalyst class is: 11.